Dataset: Full USPTO retrosynthesis dataset with 1.9M reactions from patents (1976-2016). Task: Predict the reactants needed to synthesize the given product. (1) Given the product [NH2:4][CH:5]([C:10]([OH:12])=[O:11])[CH2:6][CH2:7][S:8][CH3:9], predict the reactants needed to synthesize it. The reactants are: C([NH:4][CH:5]([C:10]([OH:12])=[O:11])[CH2:6][CH2:7][S:8][CH3:9])(=O)C.N[C@H](C(O)=O)CCSC.C1C=C2C(C(O)(O)C(=O)C2=CC=1)=O. (2) Given the product [Cl:25][C:20]1[CH:21]=[CH:22][CH:23]=[CH:24][C:19]=1[N:18]1[C:14]([C:12]2[N:13]=[C:6]3[C:5]4[CH:26]=[N:27][C:2]([N:29]([CH3:30])[CH3:28])=[CH:3][C:4]=4[O:10][CH2:9][CH2:8][N:7]3[CH:11]=2)=[N:15][CH:16]=[N:17]1, predict the reactants needed to synthesize it. The reactants are: Br[C:2]1[N:27]=[CH:26][C:5]2[C:6]3[N:7]([CH:11]=[C:12]([C:14]4[N:18]([C:19]5[CH:24]=[CH:23][CH:22]=[CH:21][C:20]=5[Cl:25])[N:17]=[CH:16][N:15]=4)[N:13]=3)[CH2:8][CH2:9][O:10][C:4]=2[CH:3]=1.[CH3:28][NH:29][CH3:30]. (3) Given the product [ClH:1].[OH:23][CH:25]([CH2:26][CH3:27])[CH2:24][NH:2][CH2:3][C:4]1[CH:5]=[CH:6][C:7]([S:10]([NH2:13])(=[O:11])=[O:12])=[CH:8][CH:9]=1, predict the reactants needed to synthesize it. The reactants are: [ClH:1].[NH2:2][CH2:3][C:4]1[CH:9]=[CH:8][C:7]([S:10]([NH2:13])(=[O:12])=[O:11])=[CH:6][CH:5]=1.C(N(C(C)C)C(C)C)C.[O:23]1[CH:25]([CH2:26][CH3:27])[CH2:24]1.[OH-].[Na+].C(=O)(OC(C)(C)C)OC(C)(C)C. (4) Given the product [Br:1][C:2]1[CH:17]=[CH:16][C:5]([O:6][CH2:7][CH2:8][N:9]2[CH2:14][CH2:13][N:12]([CH3:15])[CH2:11][CH2:10]2)=[C:4]([Cl:18])[C:3]=1[Cl:34], predict the reactants needed to synthesize it. The reactants are: [Br:1][C:2]1[CH:17]=[CH:16][C:5]([O:6][CH2:7][CH2:8][N:9]2[CH2:14][CH2:13][N:12]([CH3:15])[CH2:11][CH2:10]2)=[C:4]([Cl:18])[CH:3]=1.C(=O)=O.CC(C)=O.[Li+].CC([N-]C(C)C)C.[Cl:34]C(Cl)(Cl)C(Cl)(Cl)Cl. (5) Given the product [C:18]([O:17][C:15]([N:12]1[CH2:13][CH2:14][CH:9]([NH:8][C:2]2[CH:3]=[N:4][CH:5]=[N:6][CH:7]=2)[CH2:10][CH2:11]1)=[O:16])([CH3:21])([CH3:19])[CH3:20], predict the reactants needed to synthesize it. The reactants are: Br[C:2]1[CH:3]=[N:4][CH:5]=[N:6][CH:7]=1.[NH2:8][CH:9]1[CH2:14][CH2:13][N:12]([C:15]([O:17][C:18]([CH3:21])([CH3:20])[CH3:19])=[O:16])[CH2:11][CH2:10]1.C(O[Na])(C)(C)C. (6) Given the product [CH2:27]([O:1][C:2]1[CH:11]=[C:10]([O:12][CH2:13][O:14][CH3:15])[C:9]([CH:16]([CH3:18])[CH3:17])=[CH:8][C:3]=1[C:4]([O:6][CH3:7])=[O:5])[CH:26]=[CH2:25], predict the reactants needed to synthesize it. The reactants are: [OH:1][C:2]1[CH:11]=[C:10]([O:12][CH2:13][O:14][CH3:15])[C:9]([CH:16]([CH3:18])[CH3:17])=[CH:8][C:3]=1[C:4]([O:6][CH3:7])=[O:5].C(=O)([O-])[O-].[K+].[K+].[CH2:25](Br)[CH:26]=[CH2:27]. (7) Given the product [Cl:19][C:3]1[CH:4]=[C:5]([Cl:18])[C:6]([N:8]2[C:12](=[O:13])[N:11]([CH:14]([F:15])[F:16])[C:10]([CH3:17])=[N:9]2)=[CH:7][C:2]=1[NH:1][S:21]([CH3:20])(=[O:23])=[O:22], predict the reactants needed to synthesize it. The reactants are: [NH2:1][C:2]1[C:3]([Cl:19])=[CH:4][C:5]([Cl:18])=[C:6]([N:8]2[C:12](=[O:13])[N:11]([CH:14]([F:16])[F:15])[C:10]([CH3:17])=[N:9]2)[CH:7]=1.[CH3:20][S:21](Cl)(=[O:23])=[O:22].C1(C)C=CC=CC=1.